From a dataset of Forward reaction prediction with 1.9M reactions from USPTO patents (1976-2016). Predict the product of the given reaction. (1) Given the reactants [F:1][C:2]1[CH:3]=[C:4]([CH:6]=[CH:7][C:8]=1[N:9]1[CH2:14][CH2:13][CH2:12][CH2:11][CH2:10]1)[NH2:5].C[Al](C)C.[NH:19](/[C:23](/[CH3:29])=[CH:24]\[C:25](OC)=[O:26])[C:20]([CH3:22])=O, predict the reaction product. The product is: [F:1][C:2]1[CH:3]=[C:4]([N:5]2[C:25](=[O:26])[CH:24]=[C:23]([CH3:29])[N:19]=[C:20]2[CH3:22])[CH:6]=[CH:7][C:8]=1[N:9]1[CH2:14][CH2:13][CH2:12][CH2:11][CH2:10]1. (2) Given the reactants [CH2:1]([O:3][C:4]([C:6]1([CH2:9][NH:10][CH2:11][C:12]2[CH:17]=[CH:16][C:15]([F:18])=[CH:14][CH:13]=2)[CH2:8][CH2:7]1)=[O:5])[CH3:2].C(O[C:22](=[O:27])[CH2:23][C:24](Cl)=[O:25])C.O.[CH2:29]1[CH2:33]OC[CH2:30]1, predict the reaction product. The product is: [CH2:1]([O:3][C:4]([C:6]1([CH2:9][N:10]([CH2:11][C:12]2[CH:13]=[CH:14][C:15]([F:18])=[CH:16][CH:17]=2)[C:24](=[O:25])[CH2:23][C:22](=[O:27])[CH2:30][CH2:29][CH3:33])[CH2:8][CH2:7]1)=[O:5])[CH3:2]. (3) Given the reactants [C:1]([O:5][C:6]([N:8]1[C@H:12](CC2C=CC(C3C=CC=CC=3)=CC=2)[CH2:11][CH:10](C(OC)OC)[C:9]1=[O:31])=[O:7])([CH3:4])([CH3:3])[CH3:2].O, predict the reaction product. The product is: [C:1]([O:5][C:6]([N:8]1[CH2:12][CH2:11][CH2:10][C:9]1=[O:31])=[O:7])([CH3:4])([CH3:2])[CH3:3]. (4) Given the reactants [F:1][C:2]1[CH:7]=[CH:6][C:5]([C:8]2[S:9][CH2:10][CH:11]([C:13]([OH:15])=O)[N:12]=2)=[CH:4][CH:3]=1.[NH2:16][C:17]1[CH:18]=[CH:19][C:20]([Cl:27])=[C:21]([C:23]([F:26])([F:25])[F:24])[CH:22]=1.CCN(C(C)C)C(C)C.C1CN([P+](Br)(N2CCCC2)N2CCCC2)CC1.F[P-](F)(F)(F)(F)F, predict the reaction product. The product is: [Cl:27][C:20]1[CH:19]=[CH:18][C:17]([NH:16][C:13]([CH:11]2[CH2:10][S:9][C:8]([C:5]3[CH:4]=[CH:3][C:2]([F:1])=[CH:7][CH:6]=3)=[N:12]2)=[O:15])=[CH:22][C:21]=1[C:23]([F:24])([F:25])[F:26]. (5) Given the reactants Cl[C:2]1[CH:7]=[CH:6][CH:5]=[C:4]([Cl:8])[N:3]=1.[NH2:9][C:10]1[CH:15]=[CH:14][CH:13]=[CH:12][CH:11]=1.CC(C)([O-])C.[Na+].N#N, predict the reaction product. The product is: [Cl:8][C:4]1[N:3]=[C:2]([NH:9][C:10]2[CH:15]=[CH:14][CH:13]=[CH:12][CH:11]=2)[CH:7]=[CH:6][CH:5]=1. (6) Given the reactants [CH2:1]([C:4]1[C:9]([Cl:10])=[CH:8][C:7]([C:11]2[N:15]=[C:14]([C:16]3[N:17]=[C:18]4[C:23]([Cl:24])=[CH:22][C:21]([C:25]([F:28])([F:27])[F:26])=[CH:20][N:19]4[CH:29]=3)[O:13][N:12]=2)=[C:6]([Cl:30])[CH:5]=1)C=C.C[N+]1([O-])CC[O:35]CC1.CC[O:41][CH2:42][CH3:43], predict the reaction product. The product is: [Cl:10][C:9]1[CH:8]=[C:7]([C:11]2[N:15]=[C:14]([C:16]3[N:17]=[C:18]4[C:23]([Cl:24])=[CH:22][C:21]([C:25]([F:28])([F:26])[F:27])=[CH:20][N:19]4[CH:29]=3)[O:13][N:12]=2)[C:6]([Cl:30])=[CH:5][C:4]=1[CH2:1][CH:42]([OH:41])[CH2:43][OH:35]. (7) Given the reactants [CH3:1][C:2]1[CH:7]=[CH:6][N:5]=[CH:4][C:3]=1[N:8]1[CH2:12][CH2:11][NH:10][C:9]1=[O:13].Br[C:15]1[CH:20]=[CH:19][CH:18]=[C:17]([Cl:21])[C:16]=1[F:22].N[C@@H]1CCCC[C@H]1N.P([O-])([O-])([O-])=O.[K+].[K+].[K+], predict the reaction product. The product is: [Cl:21][C:17]1[C:16]([F:22])=[C:15]([N:10]2[CH2:11][CH2:12][N:8]([C:3]3[CH:4]=[N:5][CH:6]=[CH:7][C:2]=3[CH3:1])[C:9]2=[O:13])[CH:20]=[CH:19][CH:18]=1. (8) Given the reactants C(O[C:4]([C:6]1[O:7][C:8]([N:11]2[CH2:16][CH2:15][N:14]([C:17](=[O:28])[C:18]3[CH:23]=[CH:22][CH:21]=[CH:20][C:19]=3[C:24]([F:27])([F:26])[F:25])[CH2:13][CH2:12]2)=[N:9][N:10]=1)=[O:5])C.[CH2:29]([NH2:34])[CH2:30][CH2:31][CH2:32][CH3:33].[C-]#N.[Na+], predict the reaction product. The product is: [CH2:29]([NH:34][C:4]([C:6]1[O:7][C:8]([N:11]2[CH2:16][CH2:15][N:14]([C:17](=[O:28])[C:18]3[CH:23]=[CH:22][CH:21]=[CH:20][C:19]=3[C:24]([F:26])([F:27])[F:25])[CH2:13][CH2:12]2)=[N:9][N:10]=1)=[O:5])[CH2:30][CH2:31][CH2:32][CH3:33].